Dataset: Full USPTO retrosynthesis dataset with 1.9M reactions from patents (1976-2016). Task: Predict the reactants needed to synthesize the given product. (1) Given the product [Br:1][C:2]1[CH:3]=[CH:4][C:5]([CH2:8][CH2:9][I:35])=[CH:6][N:7]=1, predict the reactants needed to synthesize it. The reactants are: [Br:1][C:2]1[N:7]=[CH:6][C:5]([CH2:8][CH2:9]O)=[CH:4][CH:3]=1.N1C=CN=C1.C1(P(C2C=CC=CC=2)C2C=CC=CC=2)C=CC=CC=1.[I:35]I. (2) Given the product [Cl:22][C:2]1[C:7]([C:8]#[N:9])=[CH:6][N:5]=[C:4]2[C:10]3[CH:16]=[C:15]([N+:17]([O-:19])=[O:18])[CH:14]=[CH:13][C:11]=3[S:12][C:3]=12, predict the reactants needed to synthesize it. The reactants are: O[C:2]1[C:7]([C:8]#[N:9])=[CH:6][N:5]=[C:4]2[C:10]3[CH:16]=[C:15]([N+:17]([O-:19])=[O:18])[CH:14]=[CH:13][C:11]=3[S:12][C:3]=12.P(Cl)(Cl)([Cl:22])=O. (3) Given the product [CH:1]1([C:7]2[C:8]3[CH:9]=[CH:10][C:11]([C:33]([O:35][CH3:36])=[O:34])=[CH:12][C:13]=3[N:14]3[CH2:20][CH2:19][CH:18]([N:21]([CH3:37])[CH2:22][CH2:23][N:24]4[CH2:28][CH2:27][CH2:26][CH2:25]4)[C:17]4[CH:29]=[CH:30][CH:31]=[CH:32][C:16]=4[C:15]=23)[CH2:6][CH2:5][CH2:4][CH2:3][CH2:2]1, predict the reactants needed to synthesize it. The reactants are: [CH:1]1([C:7]2[C:8]3[CH:9]=[CH:10][C:11]([C:33]([O:35][CH3:36])=[O:34])=[CH:12][C:13]=3[N:14]3[CH2:20][CH2:19][CH:18]([NH:21][CH2:22][CH2:23][N:24]4[CH2:28][CH2:27][CH2:26][CH2:25]4)[C:17]4[CH:29]=[CH:30][CH:31]=[CH:32][C:16]=4[C:15]=23)[CH2:6][CH2:5][CH2:4][CH2:3][CH2:2]1.[CH3:37]C(O)=O.C=O.[BH3-]C#N.[Na+]. (4) Given the product [ClH:26].[ClH:26].[O:1]=[C:2]1[NH:10][C:5]2=[N:6][CH:7]=[CH:8][CH:9]=[C:4]2[N:3]1[CH:11]1[CH2:16][CH2:15][NH:14][CH2:13][CH2:12]1, predict the reactants needed to synthesize it. The reactants are: [O:1]=[C:2]1[NH:10][C:5]2=[N:6][CH:7]=[CH:8][CH:9]=[C:4]2[N:3]1[CH:11]1[CH2:16][CH2:15][N:14](C(OC(C)(C)C)=O)[CH2:13][CH2:12]1.CO.[ClH:26]. (5) Given the product [I:33][C:30]1[CH:29]=[CH:28][C:27]([CH2:26][CH2:25][CH2:24][CH2:23][CH2:22][CH2:21][CH2:20][CH2:19][CH2:18][CH2:17][CH2:16][CH2:15][CH2:14][CH2:13][CH2:12][CH2:11][CH2:10][CH2:9][OH:8])=[CH:32][CH:31]=1, predict the reactants needed to synthesize it. The reactants are: C([O:8][CH2:9][CH2:10][CH2:11][CH2:12][CH2:13][CH2:14][CH2:15][CH2:16][CH2:17][CH2:18][CH2:19][CH2:20][CH2:21][CH2:22][CH2:23][CH2:24][CH2:25][CH2:26][C:27]1[CH:32]=[CH:31][C:30]([I:33])=[CH:29][CH:28]=1)C1C=CC=CC=1.C1(OC)C=CC=CC=1.[Cl-].[Al+3].[Cl-].[Cl-].